This data is from Peptide-MHC class I binding affinity with 185,985 pairs from IEDB/IMGT. The task is: Regression. Given a peptide amino acid sequence and an MHC pseudo amino acid sequence, predict their binding affinity value. This is MHC class I binding data. (1) The peptide sequence is LMPTAPPEDP. The MHC is Mamu-A01 with pseudo-sequence Mamu-A01. The binding affinity (normalized) is 0.106. (2) The peptide sequence is EEIRRIWRQ. The MHC is HLA-A26:01 with pseudo-sequence HLA-A26:01. The binding affinity (normalized) is 0.0847. (3) The peptide sequence is RYFTVAFLF. The MHC is HLA-A30:02 with pseudo-sequence HLA-A30:02. The binding affinity (normalized) is 0.936. (4) The peptide sequence is DEMVCKWLL. The MHC is HLA-B51:01 with pseudo-sequence HLA-B51:01. The binding affinity (normalized) is 0.0847. (5) The peptide sequence is ALGPFQSFV. The MHC is H-2-Kb with pseudo-sequence H-2-Kb. The binding affinity (normalized) is 0.232. (6) The peptide sequence is LHKIRPHL. The MHC is H-2-Kb with pseudo-sequence H-2-Kb. The binding affinity (normalized) is 0. (7) The peptide sequence is TNKFAAICTH. The MHC is HLA-A33:01 with pseudo-sequence HLA-A33:01. The binding affinity (normalized) is 0.251.